From a dataset of Experimentally validated miRNA-target interactions with 360,000+ pairs, plus equal number of negative samples. Binary Classification. Given a miRNA mature sequence and a target amino acid sequence, predict their likelihood of interaction. (1) The miRNA is hsa-miR-3943 with sequence UAGCCCCCAGGCUUCACUUGGCG. The protein sequence of the target gene is MALTLLEDWCKGMDMDPRKALLIVGIPMECSEVEIQDTVKAGLQPLCAYRVLGRMFRREDNAKAVFIELADTVNYTTLPSHIPGKGGSWEVVVKPRNPDDEFLSRLNYFLKDEGRSMTDVARALGCCSLPAESLDAEVMPQVRSPPLEPPKESMWYRKLKVFSGTASPSPGEETFEDWLEQVTEIMPIWQVSEVEKRRRLLESLRGPALSIMRVLQANNDSITVEQCLDALKQIFGDKEDFRASQFRFLQTSPKIGEKVSTFLLRLEPLLQKAVHKSPLSVRSTDMIRLKHLLARVAMTP.... Result: 1 (interaction). (2) The miRNA is hsa-let-7f-5p with sequence UGAGGUAGUAGAUUGUAUAGUU. The protein sequence of the target gene is MMTSVGTNRARGNWEQPQNQNQTQHKQRPQATAEQIRLAQMISDHNDADFEEKVKQLIDITGKNQDECVIALHDCNGDVNRAINVLLEGNPDTHSWEMVGKKKGVSGQKDGGQTESNEEGKENRDRDRDYSRRRGGPPRRGRGASRGREFRGQENGLDGTKSGGPSGRGTERGRRGRGRGRGGSGRRGGRFSAQGMGTFNPADYAEPANTDDNYGNSSGNTWNNTGHFEPDDGTSAWRTATEEWGTEDWNEDLSETKIFTASNVSSVPLPAENVTITAGQRIDLAVLLGKTPSTMENDSS.... Result: 1 (interaction). (3) The miRNA is hsa-miR-513a-3p with sequence UAAAUUUCACCUUUCUGAGAAGG. The protein sequence of the target gene is MAVARLAAVAAWVPCRSWGWAAVPFGPHRGLSVLLARIPQRAPRWLPACRQKTSLSFLNRPDLPNLAYKKLKGKSPGIIFIPGYLSYMNGTKALAIEEFCKSLGHACIRFDYSGVGSSDGNSEESTLGKWRKDVLSIIDDLADGPQILVGSSLGGWLMLHAAIARPEKVVALIGVATAADTLVTKFNQLPVELKKEVEMKGVWSMPSKYSEEGVYNVQYSFIKEAEHHCLLHSPIPVNCPIRLLHGMKDDIVPWHTSMQVADRVLSTDVDVILRKHSDHRMREKADIQLLVYTIDDLIDK.... Result: 1 (interaction). (4) The miRNA is mmu-miR-883b-3p with sequence UAACUGCAACAUCUCUCAGUAU. The protein sequence of the target gene is MEPGLLRPAPVSEVIVLHYNYTGKLRGARYQPGAGLRADAAVCLAVCAFIVLENLAVLLVLVRHPRFHAPMFLLLGSLTLSDLLAGAAYATNILLSGPLTLRLSPALWFAREGGVFVALAASVLSLLAIALERHLTMARRGPAPAASRARTLAMAVAAWGASLLLGLLPALGWNCLGRLETCSTVLPLYAKAYVLFCVLAFLGILAAICALYARIYCQVRANARRLRAGPGSRRATSSSRSRHTPRSLALLRTLSVVLLAFVACWGPLFLLLLLDVACPARACPVLLQADPFLGLAMANS.... Result: 1 (interaction).